Dataset: NCI-60 drug combinations with 297,098 pairs across 59 cell lines. Task: Regression. Given two drug SMILES strings and cell line genomic features, predict the synergy score measuring deviation from expected non-interaction effect. Drug 1: C1=CN(C(=O)N=C1N)C2C(C(C(O2)CO)O)O.Cl. Drug 2: CCCCCOC(=O)NC1=NC(=O)N(C=C1F)C2C(C(C(O2)C)O)O. Cell line: NCI-H322M. Synergy scores: CSS=-5.31, Synergy_ZIP=2.27, Synergy_Bliss=-1.41, Synergy_Loewe=-8.67, Synergy_HSA=-8.05.